From a dataset of Forward reaction prediction with 1.9M reactions from USPTO patents (1976-2016). Predict the product of the given reaction. (1) Given the reactants [Cl:1][C:2]1[CH:3]=[C:4]2[C:9](=[CH:10][CH:11]=1)[NH:8][CH:7]([C:12]1[CH:18]=[CH:17][CH:16]=[CH:15][C:13]=1[NH2:14])[CH2:6][C:5]2([CH3:20])[CH3:19].C(N(CC)CC)C.[C:28]1([S:34](Cl)(=[O:36])=[O:35])[CH:33]=[CH:32][CH:31]=[CH:30][CH:29]=1, predict the reaction product. The product is: [Cl:1][C:2]1[CH:3]=[C:4]2[C:9](=[CH:10][CH:11]=1)[NH:8][CH:7]([C:12]1[CH:18]=[CH:17][CH:16]=[CH:15][C:13]=1[NH:14][S:34]([C:28]1[CH:33]=[CH:32][CH:31]=[CH:30][CH:29]=1)(=[O:36])=[O:35])[CH2:6][C:5]2([CH3:20])[CH3:19]. (2) Given the reactants C[O:2][C:3](=[O:29])[CH2:4][C@@H:5]([NH:21][C:22]([O:24][C:25]([CH3:28])([CH3:27])[CH3:26])=[O:23])[C:6]1[CH:11]=[CH:10][C:9]([C:12](=[O:20])[NH:13][C:14]2[CH:19]=[CH:18][N:17]=[CH:16][CH:15]=2)=[CH:8][CH:7]=1.[Li+].[OH-].Cl, predict the reaction product. The product is: [C:25]([O:24][C:22]([NH:21][C@@H:5]([C:6]1[CH:11]=[CH:10][C:9]([C:12](=[O:20])[NH:13][C:14]2[CH:19]=[CH:18][N:17]=[CH:16][CH:15]=2)=[CH:8][CH:7]=1)[CH2:4][C:3]([OH:29])=[O:2])=[O:23])([CH3:28])([CH3:26])[CH3:27]. (3) The product is: [F:25][C:4]1[CH:3]=[C:2]([N:29]2[CH2:30][CH2:31][N:27]([CH3:26])[C:28]2=[O:32])[CH:7]=[CH:6][C:5]=1[C:8]([N:10]1[CH2:15][CH2:14][N:13]([C:16]2[C:21]([CH3:22])=[CH:20][C:19]([CH3:23])=[C:18]([CH3:24])[N:17]=2)[CH2:12][CH2:11]1)=[O:9]. Given the reactants Br[C:2]1[CH:7]=[CH:6][C:5]([C:8]([N:10]2[CH2:15][CH2:14][N:13]([C:16]3[C:21]([CH3:22])=[CH:20][C:19]([CH3:23])=[C:18]([CH3:24])[N:17]=3)[CH2:12][CH2:11]2)=[O:9])=[C:4]([F:25])[CH:3]=1.[CH3:26][N:27]1[CH2:31][CH2:30][NH:29][C:28]1=[O:32], predict the reaction product. (4) Given the reactants C(OC(=O)[N:7]([O:15][CH2:16][CH2:17][CH2:18][N:19]([CH2:34][C:35]1[CH:40]=[CH:39][CH:38]=[C:37]([C:41]([F:44])([F:43])[F:42])[C:36]=1[Cl:45])[CH2:20][CH:21]([C:28]1[CH:33]=[CH:32][CH:31]=[CH:30][CH:29]=1)[C:22]1[CH:27]=[CH:26][CH:25]=[CH:24][CH:23]=1)[C:8]1[CH:13]=[CH:12][C:11]([CH3:14])=[CH:10][CH:9]=1)(C)(C)C.C(O)(C(F)(F)F)=O.C([O-])(O)=O.[Na+], predict the reaction product. The product is: [Cl:45][C:36]1[C:37]([C:41]([F:42])([F:43])[F:44])=[CH:38][CH:39]=[CH:40][C:35]=1[CH2:34][N:19]([CH2:20][CH:21]([C:22]1[CH:23]=[CH:24][CH:25]=[CH:26][CH:27]=1)[C:28]1[CH:33]=[CH:32][CH:31]=[CH:30][CH:29]=1)[CH2:18][CH2:17][CH2:16][O:15][NH:7][C:8]1[CH:9]=[CH:10][C:11]([CH3:14])=[CH:12][CH:13]=1.